From a dataset of Forward reaction prediction with 1.9M reactions from USPTO patents (1976-2016). Predict the product of the given reaction. (1) Given the reactants C(Cl)(=O)C(Cl)=O.CS(C)=O.[F:11][C:12]1[CH:17]=[CH:16][C:15]([C:18]2[N:22]=[C:21]([S:23][CH3:24])[N:20]([CH2:25][CH2:26][O:27][CH3:28])[C:19]=2[C:29]2[CH:34]=[CH:33][N:32]=[C:31]([NH:35][CH2:36][CH:37]([OH:39])[CH3:38])[CH:30]=2)=[CH:14][CH:13]=1.C(N(CC)CC)C, predict the reaction product. The product is: [F:11][C:12]1[CH:13]=[CH:14][C:15]([C:18]2[N:22]=[C:21]([S:23][CH3:24])[N:20]([CH2:25][CH2:26][O:27][CH3:28])[C:19]=2[C:29]2[CH:34]=[CH:33][N:32]=[C:31]([NH:35][CH2:36][C:37](=[O:39])[CH3:38])[CH:30]=2)=[CH:16][CH:17]=1. (2) Given the reactants Cl[C:2]([N:4]1[CH2:10][C:9]2[CH:11]=[C:12]([C:15]3[CH:16]=[CH:17][C:18]4[N:22]=[CH:21][N:20](C(OCC(C)C)=O)[C:19]=4[CH:30]=3)[CH:13]=[CH:14][C:8]=2[O:7][CH2:6][CH2:5]1)=[O:3].[F:31][C:32]1[CH:33]=[C:34]([CH:39]2[CH2:44][CH2:43][CH2:42][CH2:41][NH:40]2)[CH:35]=[CH:36][C:37]=1[CH3:38].[CH:45](N(C(C)C)CC)(C)C.C(=O)([O-])[O-].[K+].[K+], predict the reaction product. The product is: [F:31][C:32]1[CH:33]=[C:34]([CH:39]2[CH2:44][CH2:43][CH2:42][CH2:41][N:40]2[C:2]([N:4]2[CH2:10][C:9]3[CH:11]=[C:12]([C:15]4[CH:16]=[CH:17][C:18]5[N:22]=[C:21]([CH3:45])[NH:20][C:19]=5[CH:30]=4)[CH:13]=[CH:14][C:8]=3[O:7][CH2:6][CH2:5]2)=[O:3])[CH:35]=[CH:36][C:37]=1[CH3:38].